Dataset: Forward reaction prediction with 1.9M reactions from USPTO patents (1976-2016). Task: Predict the product of the given reaction. (1) Given the reactants [Cl:1][C:2]1[CH:3]=[C:4](/[C:12](=[N:16]\[O:17][CH:18]2[CH2:22][CH2:21][CH2:20][CH2:19]2)/[C:13]([OH:15])=O)[CH:5]=[CH:6][C:7]=1[S:8]([CH3:11])(=[O:10])=[O:9].[CH3:23][C:24]1[S:28][C:27]([NH2:29])=[N:26][N:25]=1.C(N(CC)C(C)C)(C)C, predict the reaction product. The product is: [Cl:1][C:2]1[CH:3]=[C:4](/[C:12](=[N:16]\[O:17][CH:18]2[CH2:22][CH2:21][CH2:20][CH2:19]2)/[C:13]([NH:29][C:27]2[S:28][C:24]([CH3:23])=[N:25][N:26]=2)=[O:15])[CH:5]=[CH:6][C:7]=1[S:8]([CH3:11])(=[O:9])=[O:10]. (2) Given the reactants [OH:1][C:2]1[CH:7]=[CH:6][N:5]=[C:4]([NH:8][C:9](=[O:13])[CH2:10][O:11][CH3:12])[CH:3]=1.C1CCN2C(=NCCC2)CC1.[Cl:25][C:26]1[C:33]([N+:34]([O-:36])=[O:35])=[CH:32][CH:31]=[C:30](F)[C:27]=1[C:28]#[N:29].O, predict the reaction product. The product is: [Cl:25][C:26]1[C:27]([C:28]#[N:29])=[C:30]([CH:31]=[CH:32][C:33]=1[N+:34]([O-:36])=[O:35])[O:1][C:2]1[CH:7]=[CH:6][N:5]=[C:4]([NH:8][C:9](=[O:13])[CH2:10][O:11][CH3:12])[CH:3]=1. (3) Given the reactants [NH2:1][CH2:2][C:3]1[CH:10]=[CH:9][C:6]([CH2:7][OH:8])=[CH:5][CH:4]=1.C(=O)([O-])[OH:12].[Na+].[C:16]([O:20][C:21](O[C:21]([O:20][C:16]([CH3:19])([CH3:18])[CH3:17])=[O:22])=[O:22])([CH3:19])([CH3:18])[CH3:17], predict the reaction product. The product is: [C:16]([O:20][C:21]([NH:1][CH2:2][C:3]1[CH:10]=[CH:9][C:6]([C:7]([OH:12])=[O:8])=[CH:5][CH:4]=1)=[O:22])([CH3:19])([CH3:18])[CH3:17].